Dataset: Full USPTO retrosynthesis dataset with 1.9M reactions from patents (1976-2016). Task: Predict the reactants needed to synthesize the given product. (1) Given the product [C:9]1([CH:7]([CH3:8])[O:6][CH2:1][CH2:2][CH2:3][CH2:4][CH3:5])[CH:14]=[CH:13][CH:12]=[CH:11][CH:10]=1, predict the reactants needed to synthesize it. The reactants are: [CH2:1]([OH:6])[CH2:2][CH2:3][CH2:4][CH3:5].[CH2:7]([C:9]1[CH:14]=[CH:13][CH:12]=[CH:11][CH:10]=1)[CH3:8].C(OOC(C)(C)C)(C)(C)C. (2) Given the product [CH:20]([S:22][C:2]1[CH:9]=[CH:8][C:7]([N+:10]([O-:12])=[O:11])=[CH:6][C:3]=1[CH:4]=[O:5])([CH3:21])[CH3:19], predict the reactants needed to synthesize it. The reactants are: Cl[C:2]1[CH:9]=[CH:8][C:7]([N+:10]([O-:12])=[O:11])=[CH:6][C:3]=1[CH:4]=[O:5].C(=O)([O-])[O-].[K+].[K+].[CH3:19][CH:20]([SH:22])[CH3:21]. (3) Given the product [OH:22][C:21]1[CH:20]=[C:19]([CH3:23])[N:18]([CH3:24])[C:17](=[O:25])[C:16]=1[C:13](=[O:15])[CH:14]=[CH:8][C:7]1[CH:10]=[CH:11][CH:12]=[C:5]([O:4][CH2:3][CH2:2][OH:1])[CH:6]=1, predict the reactants needed to synthesize it. The reactants are: [OH:1][CH2:2][CH2:3][O:4][C:5]1[CH:6]=[C:7]([CH:10]=[CH:11][CH:12]=1)[CH:8]=O.[C:13]([C:16]1[C:17](=[O:25])[N:18]([CH3:24])[C:19]([CH3:23])=[CH:20][C:21]=1[OH:22])(=[O:15])[CH3:14]. (4) Given the product [C:1]([C:3]1[CH:25]=[CH:24][C:6]([CH2:7][N:8]2[C:12]([CH2:13][CH2:14][NH:15][C:16]([NH2:18])=[O:17])=[CH:11][N:10]=[C:9]2[CH3:23])=[CH:5][C:4]=1[F:26])#[N:2], predict the reactants needed to synthesize it. The reactants are: [C:1]([C:3]1[CH:25]=[CH:24][C:6]([CH2:7][N:8]2[C:12]([CH2:13][CH2:14][N:15](C(C)(C)C)[C:16]([NH2:18])=[O:17])=[CH:11][N:10]=[C:9]2[CH3:23])=[CH:5][C:4]=1[F:26])#[N:2]. (5) Given the product [Br:1][C:2]1[CH:3]=[CH:4][C:5]([O:8][C:9]2[CH:10]=[C:11]([CH:12]=[CH:13][CH:14]=2)[CH2:15][P:20](=[O:24])([O:21][CH2:22][CH3:23])[O:19][CH2:17][CH3:18])=[N:6][CH:7]=1, predict the reactants needed to synthesize it. The reactants are: [Br:1][C:2]1[CH:3]=[CH:4][C:5]([O:8][C:9]2[CH:14]=[CH:13][CH:12]=[C:11]([CH2:15]Cl)[CH:10]=2)=[N:6][CH:7]=1.[CH2:17]([O:19][P:20]([O:24]CC)[O:21][CH2:22][CH3:23])[CH3:18]. (6) The reactants are: C([SiH2][O:6][C:7](C)(C)[C:8]1[CH:9]=[C:10](OS(C(F)(F)F)(=O)=O)[CH:11]=[N:12][CH:13]=1)(C)(C)C.B1(B2OC(C)(C)C(C)(C)O2)OC(C)(C)C(C)(C)O1.C([O-])(=O)C.[K+].C(=O)([O-])[O-].[Na+].[Na+].[F:53][C:54]([F:88])([F:87])[C:55]1[CH:56]=[C:57]([C:65]([CH3:86])([CH3:85])[C:66]([N:68]([C:70]2[CH:71]=[N:72][C:73](Cl)=[CH:74][C:75]=2[C:76]2[CH:81]=[CH:80][C:79]([F:82])=[CH:78][C:77]=2[CH3:83])[CH3:69])=[O:67])[CH:58]=[C:59]([C:61]([F:64])([F:63])[F:62])[CH:60]=1. Given the product [F:64][C:61]([F:62])([F:63])[C:59]1[CH:58]=[C:57]([C:65]([CH3:86])([CH3:85])[C:66]([N:68]([C:70]2[C:75]([C:76]3[CH:81]=[CH:80][C:79]([F:82])=[CH:78][C:77]=3[CH3:83])=[CH:74][C:73]([C:10]3[CH:11]=[N:12][CH:13]=[C:8]([CH2:7][OH:6])[CH:9]=3)=[N:72][CH:71]=2)[CH3:69])=[O:67])[CH:56]=[C:55]([C:54]([F:88])([F:53])[F:87])[CH:60]=1, predict the reactants needed to synthesize it. (7) The reactants are: [ClH:1].[CH3:2][O:3][C:4]1[CH:9]=[CH:8][C:7]([N:10]([CH3:29])[C:11](=[O:28])[C@@H:12]([NH:20]C(=O)OC(C)(C)C)[CH2:13][C:14]2[CH:19]=[CH:18][CH:17]=[CH:16][CH:15]=2)=[CH:6][CH:5]=1. Given the product [ClH:1].[NH2:20][C@@H:12]([CH2:13][C:14]1[CH:15]=[CH:16][CH:17]=[CH:18][CH:19]=1)[C:11]([N:10]([C:7]1[CH:8]=[CH:9][C:4]([O:3][CH3:2])=[CH:5][CH:6]=1)[CH3:29])=[O:28], predict the reactants needed to synthesize it. (8) Given the product [C:31]1([CH:7]([C:1]2[CH:2]=[CH:3][CH:4]=[CH:5][CH:6]=2)[N:8]2[C:16]3[C:11](=[CH:12][CH:13]=[CH:14][CH:15]=3)[CH:10]([C:18]3[C:28]([OH:29])=[CH:27][C:21]4[N:22]([CH3:26])[C:23](=[O:25])[O:24][C:20]=4[CH:19]=3)[C:9]2=[O:30])[CH:32]=[CH:33][CH:34]=[CH:35][CH:36]=1, predict the reactants needed to synthesize it. The reactants are: [C:1]1([CH:7]([C:31]2[CH:36]=[CH:35][CH:34]=[CH:33][CH:32]=2)[N:8]2[C:16]3[C:11](=[CH:12][CH:13]=[CH:14][CH:15]=3)[C:10]([C:18]3[C:28]([OH:29])=[CH:27][C:21]4[N:22]([CH3:26])[C:23](=[O:25])[O:24][C:20]=4[CH:19]=3)(O)[C:9]2=[O:30])[CH:6]=[CH:5][CH:4]=[CH:3][CH:2]=1.OC1(C2C(O)=CC3ON=C(C)C=3C=2)C2C(=CC=CC=2)N(CC2C=CC(OC)=CC=2)C1=O. (9) Given the product [CH2:1]([NH:3][C:4]([NH:6][C:7]1[CH:12]=[CH:11][C:10]([C:13]2[N:14]=[C:15]([N:22]3[CH2:27][CH2:26][O:25][CH2:24][C@@H:23]3[CH3:28])[C:16]3[CH2:21][N:20]([CH3:31])[CH2:19][C:17]=3[N:18]=2)=[CH:9][CH:8]=1)=[O:5])[CH3:2], predict the reactants needed to synthesize it. The reactants are: [CH2:1]([NH:3][C:4]([NH:6][C:7]1[CH:12]=[CH:11][C:10]([C:13]2[N:14]=[C:15]([N:22]3[CH2:27][CH2:26][O:25][CH2:24][C@@H:23]3[CH3:28])[C:16]3[CH2:21][NH:20][CH2:19][C:17]=3[N:18]=2)=[CH:9][CH:8]=1)=[O:5])[CH3:2].C=O.[CH3:31]CN(CC)CC.C(O[BH-](OC(=O)C)OC(=O)C)(=O)C.[Na+].